From a dataset of Full USPTO retrosynthesis dataset with 1.9M reactions from patents (1976-2016). Predict the reactants needed to synthesize the given product. (1) The reactants are: [CH:1]1([N:7]=[C:8]=[O:9])[CH2:6][CH2:5][CH2:4][CH2:3][CH2:2]1.[Si:10]([O:17][C:18]1[CH:23]=[C:22]([O:24][Si:25]([C:28]([CH3:31])([CH3:30])[CH3:29])([CH3:27])[CH3:26])[CH:21]=[CH:20][C:19]=1[CH:32]1[CH2:37][CH2:36][CH:35]([OH:38])[CH2:34][CH2:33]1)([C:13]([CH3:16])([CH3:15])[CH3:14])([CH3:12])[CH3:11]. Given the product [CH:1]1([NH:7][C:8](=[O:9])[O:38][C@H:35]2[CH2:34][CH2:33][C@H:32]([C:19]3[CH:20]=[CH:21][C:22]([O:24][Si:25]([C:28]([CH3:29])([CH3:30])[CH3:31])([CH3:27])[CH3:26])=[CH:23][C:18]=3[O:17][Si:10]([C:13]([CH3:14])([CH3:15])[CH3:16])([CH3:12])[CH3:11])[CH2:37][CH2:36]2)[CH2:6][CH2:5][CH2:4][CH2:3][CH2:2]1, predict the reactants needed to synthesize it. (2) Given the product [ClH:14].[NH2:1][C:2]1[C:3]2[C:11]([CH3:12])=[C:10]([CH3:13])[S:9][C:4]=2[NH:5][C:6](=[O:8])[N:7]=1, predict the reactants needed to synthesize it. The reactants are: [NH2:1][C:2]1[C:3]2[C:11]([CH3:12])=[C:10]([CH3:13])[S:9][C:4]=2[NH:5][C:6](=[O:8])[N:7]=1.[ClH:14].